Dataset: Full USPTO retrosynthesis dataset with 1.9M reactions from patents (1976-2016). Task: Predict the reactants needed to synthesize the given product. (1) The reactants are: [C:1]([C:5]1[CH:6]=[C:7]([C:15]2[CH:20]=[CH:19][C:18](/[CH:21]=[CH:22]/[CH2:23][OH:24])=[CH:17][CH:16]=2)[CH:8]=[C:9]([C:11]([CH3:14])([CH3:13])[CH3:12])[CH:10]=1)([CH3:4])([CH3:3])[CH3:2].[CH2:25]([O:27][C@@H:28]([CH2:34][C:35]1[CH:40]=[CH:39][C:38](O)=[CH:37][CH:36]=1)[C:29]([O:31][CH2:32][CH3:33])=[O:30])[CH3:26]. Given the product [C:11]([C:9]1[CH:8]=[C:7]([C:15]2[CH:16]=[CH:17][C:18](/[CH:21]=[CH:22]/[CH2:23][O:24][C:38]3[CH:37]=[CH:36][C:35]([CH2:34][C@H:28]([O:27][CH2:25][CH3:26])[C:29]([O:31][CH2:32][CH3:33])=[O:30])=[CH:40][CH:39]=3)=[CH:19][CH:20]=2)[CH:6]=[C:5]([C:1]([CH3:2])([CH3:3])[CH3:4])[CH:10]=1)([CH3:14])([CH3:13])[CH3:12], predict the reactants needed to synthesize it. (2) Given the product [ClH:31].[F:21][CH:2]([F:1])[C@H:3]1[CH2:8][NH:7][CH2:6][C@@H:5]([OH:19])[C@@H:4]1[OH:20], predict the reactants needed to synthesize it. The reactants are: [F:1][CH:2]([F:21])[C@H:3]1[CH2:8][N:7](S(C2C=CC(C)=CC=2)(=O)=O)[CH2:6][C@@H:5]([OH:19])[C@@H:4]1[OH:20].C1(C)C(S([Cl:31])(=O)=O)=CC=CC=1. (3) Given the product [F:26][C:19]1[CH:18]=[C:17]([CH:22]=[CH:21][C:20]=1[C:2]1[N:3]=[CH:4][C:5]2[C:10]([CH:11]=1)=[CH:9][CH:8]=[C:7]([O:12][CH3:13])[CH:6]=2)[C:14]([OH:16])=[O:15], predict the reactants needed to synthesize it. The reactants are: Cl[C:2]1[N:3]=[CH:4][C:5]2[C:10]([CH:11]=1)=[CH:9][CH:8]=[C:7]([O:12][CH3:13])[CH:6]=2.[C:14]([C:17]1[CH:22]=[CH:21][C:20](B(O)O)=[C:19]([F:26])[CH:18]=1)([OH:16])=[O:15].C([O-])([O-])=O.[K+].[K+]. (4) Given the product [C:22]([C:21]1[CH:24]=[CH:25][C:18]([S:17][C:10]2[CH:11]=[C:12]([O:15][CH3:16])[CH:13]=[CH:14][C:9]=2[NH:8][C:1](=[O:3])[CH3:2])=[C:19]([N+:26]([O-:28])=[O:27])[CH:20]=1)#[N:23], predict the reactants needed to synthesize it. The reactants are: [C:1](OC(=O)C)(=[O:3])[CH3:2].[NH2:8][C:9]1[CH:14]=[CH:13][C:12]([O:15][CH3:16])=[CH:11][C:10]=1[S:17][C:18]1[CH:25]=[CH:24][C:21]([C:22]#[N:23])=[CH:20][C:19]=1[N+:26]([O-:28])=[O:27]. (5) Given the product [C:21]([Si:24]([C:31]1[CH:36]=[CH:35][CH:34]=[CH:33][CH:32]=1)([C:25]1[CH:26]=[CH:27][CH:28]=[CH:29][CH:30]=1)[O:19][CH2:18][CH2:17][NH:16][C:10]1[CH:9]=[C:8]([C:6]2[CH:5]=[CH:4][N:3]=[C:2]([Cl:1])[CH:7]=2)[N:13]=[C:12]([S:14][CH3:15])[N:11]=1)([CH3:23])([CH3:20])[CH3:22], predict the reactants needed to synthesize it. The reactants are: [Cl:1][C:2]1[CH:7]=[C:6]([C:8]2[N:13]=[C:12]([S:14][CH3:15])[N:11]=[C:10]([NH:16][CH2:17][CH2:18][OH:19])[CH:9]=2)[CH:5]=[CH:4][N:3]=1.[CH3:20][C:21]([Si:24](Cl)([C:31]1[CH:36]=[CH:35][CH:34]=[CH:33][CH:32]=1)[C:25]1[CH:30]=[CH:29][CH:28]=[CH:27][CH:26]=1)([CH3:23])[CH3:22].